Dataset: Peptide-MHC class II binding affinity with 134,281 pairs from IEDB. Task: Regression. Given a peptide amino acid sequence and an MHC pseudo amino acid sequence, predict their binding affinity value. This is MHC class II binding data. (1) The peptide sequence is EAMEKELREAFRLYD. The MHC is HLA-DQA10102-DQB10502 with pseudo-sequence HLA-DQA10102-DQB10502. The binding affinity (normalized) is 0.333. (2) The peptide sequence is YDKFLANVSTVLWGK. The MHC is DRB1_0701 with pseudo-sequence DRB1_0701. The binding affinity (normalized) is 0.772. (3) The peptide sequence is TNILEAKYWCPDSME. The MHC is DRB3_0301 with pseudo-sequence DRB3_0301. The binding affinity (normalized) is 0.341. (4) The peptide sequence is EKKGFAATQFEPLAA. The MHC is HLA-DQA10501-DQB10201 with pseudo-sequence HLA-DQA10501-DQB10201. The binding affinity (normalized) is 0.311. (5) The peptide sequence is SFLEILYGYEWELTKSPAGAW. The MHC is DRB5_0101 with pseudo-sequence DRB5_0101. The binding affinity (normalized) is 0.243. (6) The peptide sequence is SQDLELSWNLNGLQYY. The MHC is DRB1_0401 with pseudo-sequence DRB1_0401. The binding affinity (normalized) is 0.196.